This data is from Forward reaction prediction with 1.9M reactions from USPTO patents (1976-2016). The task is: Predict the product of the given reaction. (1) Given the reactants [C:1]([C:3]1[C:4]([C:21]2[CH:26]=[CH:25][C:24]([O:27][C:28]3[CH:33]=[CH:32][CH:31]=[CH:30][CH:29]=3)=[CH:23][CH:22]=2)=[N:5][N:6]2[C:11]([CH2:12][N:13](C)[C:14](=O)C(F)(F)F)=[CH:10][CH:9]=[N:8][C:7]=12)#[N:2].[BH4-].[Na+], predict the reaction product. The product is: [CH3:14][NH:13][CH2:12][CH:11]1[N:6]2[N:5]=[C:4]([C:21]3[CH:26]=[CH:25][C:24]([O:27][C:28]4[CH:33]=[CH:32][CH:31]=[CH:30][CH:29]=4)=[CH:23][CH:22]=3)[C:3]([C:1]#[N:2])=[C:7]2[NH:8][CH2:9][CH2:10]1. (2) Given the reactants FC1C=C2C(C(I)=CN2S(C2C=CC=CC=2)(=O)=O)=CC=1.FC1C=C2C(C(C3C(C)=NN(CC4CCN(C(OC(C)(C)C)=O)CC4)C=3)=CN2S(C2C=CC=CC=2)(=O)=O)=CC=1.[F:60][C:61]1[CH:69]=[C:68]2[C:64]([C:65]([C:79]3[CH:80]=[N:81][N:82]([CH2:85][CH:86]4[CH2:91][CH2:90][N:89]([C:92]([O:94][C:95]([CH3:98])([CH3:97])[CH3:96])=[O:93])[CH2:88][CH2:87]4)[C:83]=3[CH3:84])=[CH:66][N:67]2S(C2C=CC=CC=2)(=O)=O)=[CH:63][CH:62]=1.FC1C=C2C(C(C3C(C)=NN(CC4CCN(C(OC(C)(C)C)=O)CC4)C=3)=CN2)=CC=1, predict the reaction product. The product is: [F:60][C:61]1[CH:69]=[C:68]2[C:64]([C:65]([C:79]3[CH:80]=[N:81][N:82]([CH2:85][CH:86]4[CH2:91][CH2:90][N:89]([C:92]([O:94][C:95]([CH3:98])([CH3:97])[CH3:96])=[O:93])[CH2:88][CH2:87]4)[C:83]=3[CH3:84])=[CH:66][NH:67]2)=[CH:63][CH:62]=1.